Dataset: Reaction yield outcomes from USPTO patents with 853,638 reactions. Task: Predict the reaction yield, written as a fraction of the theoretical maximum amount of product (1.0 means a 100% yield; for example, 0.34 means a 34% yield). (1) The reactants are Br[C:2]1[N:6]([CH:7]([CH3:9])[CH3:8])[C:5]2[CH:10]([C:22]3[CH:27]=[CH:26][C:25]([Cl:28])=[CH:24][CH:23]=3)[N:11]([C:14]3[CH:19]=[CH:18][C:17](=[O:20])[N:16]([CH3:21])[CH:15]=3)[C:12](=[O:13])[C:4]=2[N:3]=1.[CH3:29][N:30]1[C:34](B2OC(C)(C)C(C)(C)O2)=[CH:33][CH:32]=[N:31]1.C([O-])([O-])=O.[Cs+].[Cs+].C(Cl)Cl. The catalyst is O1CCOCC1.O.C1C=CC(P(C2C=CC=CC=2)[C-]2C=CC=C2)=CC=1.C1C=CC(P(C2C=CC=CC=2)[C-]2C=CC=C2)=CC=1.Cl[Pd]Cl.[Fe+2]. The product is [Cl:28][C:25]1[CH:26]=[CH:27][C:22]([CH:10]2[C:5]3[N:6]([CH:7]([CH3:9])[CH3:8])[C:2]([C:34]4[N:30]([CH3:29])[N:31]=[CH:32][CH:33]=4)=[N:3][C:4]=3[C:12](=[O:13])[N:11]2[C:14]2[CH:19]=[CH:18][C:17](=[O:20])[N:16]([CH3:21])[CH:15]=2)=[CH:23][CH:24]=1. The yield is 0.440. (2) The reactants are [CH:1]([C:3]1[S:7][C:6]([N:8]2[CH2:13][CH2:12][N:11]([C:14]([O:16][C:17]([CH3:20])([CH3:19])[CH3:18])=[O:15])[CH2:10][CH2:9]2)=[CH:5][CH:4]=1)=[O:2].[OH-:21].[Na+]. The catalyst is C(O)C.O.[N+]([O-])([O-])=O.[Ag+]. The product is [CH3:18][C:17]([O:16][C:14]([N:11]1[CH2:12][CH2:13][N:8]([C:6]2[S:7][C:3]([C:1]([OH:21])=[O:2])=[CH:4][CH:5]=2)[CH2:9][CH2:10]1)=[O:15])([CH3:20])[CH3:19]. The yield is 0.710. (3) The reactants are ClC1C=C(CCCNC(=O)/C=C2\OC(C)(C)OC\2=O)C=CC=1Cl.[NH2:24][CH2:25][CH2:26][O:27][CH2:28][CH2:29][O:30][CH2:31][CH2:32][NH:33][C:34](=[O:40])[O:35][C:36]([CH3:39])([CH3:38])[CH3:37].[O:41]=[C:42]1[C:50]2[C:45](=[CH:46][CH:47]=[CH:48][CH:49]=2)[C:44](=[O:51])[N:43]1[CH2:52][CH2:53][C:54](O)=[O:55]. No catalyst specified. The product is [O:41]=[C:42]1[C:50]2[C:45](=[CH:46][CH:47]=[CH:48][CH:49]=2)[C:44](=[O:51])[N:43]1[CH2:52][CH2:53][C:54]([NH:24][CH2:25][CH2:26][O:27][CH2:28][CH2:29][O:30][CH2:31][CH2:32][NH:33][C:34](=[O:40])[O:35][C:36]([CH3:37])([CH3:39])[CH3:38])=[O:55]. The yield is 0.870. (4) The reactants are [Br-].[O:2]1[CH2:6][CH2:5][O:4][CH:3]1[CH2:7][CH2:8][P+](C1C=CC=CC=1)(C1C=CC=CC=1)C1C=CC=CC=1.[H-].[Na+].[F:30][C:31]1[CH:32]=[CH:33][C:34]([O:39][CH3:40])=[C:35]([CH:38]=1)[CH:36]=O.[Cl-].[NH4+]. The catalyst is C1COCC1. The product is [F:30][C:31]1[CH:32]=[CH:33][C:34]([O:39][CH3:40])=[C:35]([CH:36]=[CH:8][CH:7]2[O:2][CH2:6][CH2:5][O:4][CH2:3]2)[CH:38]=1. The yield is 0.660. (5) The reactants are [CH3:1][C:2]1[CH:3]=[CH:4][C:5]2[N:9]=[C:8]([C:10]3[C:11]([NH2:22])=[N:12][CH:13]=[C:14]([C:16]4[CH2:17][CH2:18][NH:19][CH2:20][CH:21]=4)[N:15]=3)[NH:7][C:6]=2[CH:23]=1.C(N(CC)CC)C.[CH3:31][N:32]([CH3:37])[S:33](Cl)(=[O:35])=[O:34]. The catalyst is CS(C)=O. The product is [NH2:22][C:11]1[N:12]=[CH:13][C:14]([C:16]2[CH2:17][CH2:18][N:19]([S:33]([N:32]([CH3:37])[CH3:31])(=[O:35])=[O:34])[CH2:20][CH:21]=2)=[N:15][C:10]=1[C:8]1[NH:7][C:6]2[CH:23]=[C:2]([CH3:1])[CH:3]=[CH:4][C:5]=2[N:9]=1. The yield is 0.570. (6) The reactants are O[C:2]1[CH:11]=[C:10]([NH:12][C:13]2[CH:18]=[CH:17][C:16]([Cl:19])=[C:15]([Cl:20])[CH:14]=2)[C:9]2[C:4](=[CH:5][CH:6]=[CH:7][CH:8]=2)[N:3]=1.O=P(Cl)(Cl)[Cl:23]. No catalyst specified. The product is [Cl:23][C:2]1[CH:11]=[C:10]([NH:12][C:13]2[CH:18]=[CH:17][C:16]([Cl:19])=[C:15]([Cl:20])[CH:14]=2)[C:9]2[C:4](=[CH:5][CH:6]=[CH:7][CH:8]=2)[N:3]=1. The yield is 0.680. (7) The reactants are [CH:1]1[C:13]2[C:12](=O)[C:11]3[C:6](=[CH:7][CH:8]=[CH:9][CH:10]=3)[C:5]=2[CH:4]=[CH:3][CH:2]=1.O.[NH2:16][NH2:17].Cl. The catalyst is CC(O)C. The product is [CH:1]1[C:13]2[C:12](=[N:16][NH2:17])[C:11]3[C:6](=[CH:7][CH:8]=[CH:9][CH:10]=3)[C:5]=2[CH:4]=[CH:3][CH:2]=1. The yield is 0.740. (8) The reactants are Cl[C:2]1[N:7]=[CH:6][C:5]([C:8]2[CH:9]=[CH:10][C:11](=[O:16])[N:12]([CH2:14][CH3:15])[CH:13]=2)=[CH:4][CH:3]=1.[NH2:17][NH2:18].CO. The catalyst is CC(O)C.O. The product is [NH:17]([C:2]1[N:7]=[CH:6][C:5]([C:8]2[CH:9]=[CH:10][C:11](=[O:16])[N:12]([CH2:14][CH3:15])[CH:13]=2)=[CH:4][CH:3]=1)[NH2:18]. The yield is 0.959. (9) The reactants are Cl[C:2]1[C:7]([N:8]=[C:9]=[S:10])=[CH:6][CH:5]=[CH:4][N:3]=1.[Br:11][C:12]1[CH:13]=[C:14]([O:19][C:20]2[CH:25]=[CH:24][CH:23]=[CH:22][CH:21]=2)[C:15]([NH2:18])=[N:16][CH:17]=1.C(OCC)(=O)C. The catalyst is CN(C=O)C. The product is [Br:11][C:12]1[CH:13]=[C:14]([O:19][C:20]2[CH:25]=[CH:24][CH:23]=[CH:22][CH:21]=2)[C:15]([NH:18][C:9]2[S:10][C:2]3[C:7]([N:8]=2)=[CH:6][CH:5]=[CH:4][N:3]=3)=[N:16][CH:17]=1. The yield is 0.772.